From a dataset of Forward reaction prediction with 1.9M reactions from USPTO patents (1976-2016). Predict the product of the given reaction. (1) Given the reactants C(OC([N:8]1[C:12]2=[N:13][CH:14]=[C:15](Br)[CH:16]=[C:11]2[C:10]([CH:18]([C:20]2[C:25]([Cl:26])=[CH:24][CH:23]=[C:22]([F:27])[C:21]=2[OH:28])[CH3:19])=[CH:9]1)=O)(C)(C)C.[Si]([O:36][C@H:37]1[CH2:42][CH2:41][C@H:40]([N:43]2[C:47]([CH3:48])=[C:46](B3OC(C)(C)C(C)(C)O3)[CH:45]=[N:44]2)[CH2:39][CH2:38]1)(C(C)(C)C)(C)C.C(=O)([O-])[O-].[K+].[K+].O1CCOCC1.O.Cl.O, predict the reaction product. The product is: [Cl:26][C:25]1[C:20]([CH:18]([C:10]2[C:11]3[C:12](=[N:13][CH:14]=[C:15]([C:46]4[CH:45]=[N:44][N:43]([C@H:40]5[CH2:41][CH2:42][C@H:37]([OH:36])[CH2:38][CH2:39]5)[C:47]=4[CH3:48])[CH:16]=3)[NH:8][CH:9]=2)[CH3:19])=[C:21]([OH:28])[C:22]([F:27])=[CH:23][CH:24]=1. (2) Given the reactants [CH2:1]([N:8]1[CH2:14][CH:13]2[CH:15]([CH:16]=O)[CH:10]([CH2:11][CH2:12]2)[CH2:9]1)[C:2]1[CH:7]=[CH:6][CH:5]=[CH:4][CH:3]=1.C([O-])(=O)C.[Na+].Cl.[NH2:24][OH:25], predict the reaction product. The product is: [CH2:1]([N:8]1[CH2:14][CH:13]2[CH:15]([CH:16]=[N:24][OH:25])[CH:10]([CH2:11][CH2:12]2)[CH2:9]1)[C:2]1[CH:7]=[CH:6][CH:5]=[CH:4][CH:3]=1.